From a dataset of Catalyst prediction with 721,799 reactions and 888 catalyst types from USPTO. Predict which catalyst facilitates the given reaction. (1) Reactant: Cl.[Cl:2][C:3]1[CH:4]=[C:5]([C:13]2[O:17][N:16]=[C:15]([C:18]3[C:28]4[O:27][CH2:26][CH2:25][NH:24][CH2:23][C:22]=4[CH:21]=[CH:20][CH:19]=3)[N:14]=2)[CH:6]=[N:7][C:8]=1[O:9][CH:10]([CH3:12])[CH3:11].C(N(CC)C(C)C)(C)C.Br[CH2:39][CH2:40][C:41]([O:43][CH2:44][CH3:45])=[O:42]. Product: [Cl:2][C:3]1[CH:4]=[C:5]([C:13]2[O:17][N:16]=[C:15]([C:18]3[C:28]4[O:27][CH2:26][CH2:25][N:24]([CH2:39][CH2:40][C:41]([O:43][CH2:44][CH3:45])=[O:42])[CH2:23][C:22]=4[CH:21]=[CH:20][CH:19]=3)[N:14]=2)[CH:6]=[N:7][C:8]=1[O:9][CH:10]([CH3:12])[CH3:11]. The catalyst class is: 10. (2) Reactant: [H-].[Na+].CS(C)=O.[Cl:7][C:8]1[CH:9]=[C:10]([NH:15][C:16]2[CH:21]=[CH:20][C:19]([F:22])=[CH:18][CH:17]=2)[CH:11]=[CH:12][C:13]=1[Cl:14].[C:23]([O:27][C:28]([N:30]1[CH2:34][CH2:33][CH:32](OS(C2C=CC(C)=CC=2)(=O)=O)[CH2:31]1)=[O:29])([CH3:26])([CH3:25])[CH3:24]. Product: [C:23]([O:27][C:28]([N:30]1[CH2:34][CH2:33][CH:32]([N:15]([C:10]2[CH:11]=[CH:12][C:13]([Cl:14])=[C:8]([Cl:7])[CH:9]=2)[C:16]2[CH:21]=[CH:20][C:19]([F:22])=[CH:18][CH:17]=2)[CH2:31]1)=[O:29])([CH3:26])([CH3:24])[CH3:25]. The catalyst class is: 13. (3) Reactant: [H-].[Li+].[O:3]=[C:4]1[C:9]([C:10]([O:12][CH3:13])=[O:11])=C[CH:7]=[CH:6][NH:5]1.Br[CH2:15][CH:16]1[CH2:18][CH2:17]1.C[N:20](C=O)C. Product: [CH:18]1([CH2:17][N:5]2[CH:6]=[CH:7][N:20]=[C:9]([C:10]([O:12][CH3:13])=[O:11])[C:4]2=[O:3])[CH2:16][CH2:15]1. The catalyst class is: 25. (4) Reactant: [CH2:1]([O:3][C:4](=[O:14])[C:5](=[N:12]O)[C:6](=[O:11])[C:7]([F:10])([F:9])[F:8])[CH3:2].[ClH:15].[H][H]. Product: [ClH:15].[CH2:1]([O:3][C:4](=[O:14])[CH:5]([NH2:12])[C:6](=[O:11])[C:7]([F:8])([F:9])[F:10])[CH3:2]. The catalyst class is: 29. (5) Reactant: [Cl:1][C:2]1[CH:3]=[C:4]([CH:21]=[C:22]([Cl:24])[CH:23]=1)[O:5][CH:6]([CH2:19][CH3:20])[C:7]([NH:9][C:10]([CH3:18])([CH3:17])[C:11]#[C:12][CH2:13][CH2:14][CH2:15]Cl)=[O:8].[C-:25]#[N:26].[K+].O. The catalyst class is: 9. Product: [Cl:1][C:2]1[CH:3]=[C:4]([CH:21]=[C:22]([Cl:24])[CH:23]=1)[O:5][CH:6]([CH2:19][CH3:20])[C:7]([NH:9][C:10]([CH3:18])([CH3:17])[C:11]#[C:12][CH2:13][CH2:14][CH2:15][C:25]#[N:26])=[O:8]. (6) Reactant: [NH:1]1[CH2:4][CH:3]([C:5]([N:7]2[CH2:13][CH2:12][CH2:11][N:10]([CH:14]3[CH2:17][CH2:16][CH2:15]3)[CH2:9][CH2:8]2)=[O:6])[CH2:2]1.C(=O)([O-])[O-].[Na+].[Na+].[C:24](Cl)(=[O:27])[CH2:25][CH3:26]. Product: [CH:14]1([N:10]2[CH2:11][CH2:12][CH2:13][N:7]([C:5]([CH:3]3[CH2:2][N:1]([C:24](=[O:27])[CH2:25][CH3:26])[CH2:4]3)=[O:6])[CH2:8][CH2:9]2)[CH2:17][CH2:16][CH2:15]1. The catalyst class is: 4. (7) The catalyst class is: 17. Product: [Cl:11][C:4]1[S:3][C:2]([NH:1][C:17](=[O:18])[C:16]2[CH:20]=[CH:21][C:13]([Cl:12])=[C:14]([N+:22]([O-:24])=[O:23])[CH:15]=2)=[N:6][C:5]=1[C:7]([F:10])([F:8])[F:9]. Reactant: [NH2:1][C:2]1[S:3][C:4]([Cl:11])=[C:5]([C:7]([F:10])([F:9])[F:8])[N:6]=1.[Cl:12][C:13]1[CH:21]=[CH:20][C:16]([C:17](Cl)=[O:18])=[CH:15][C:14]=1[N+:22]([O-:24])=[O:23].Cl.